This data is from Forward reaction prediction with 1.9M reactions from USPTO patents (1976-2016). The task is: Predict the product of the given reaction. (1) Given the reactants [CH3:1][CH:2]([C:4]([O:6][C:7]1[CH:8]=[CH:9][C:10]([CH2:29][OH:30])=[CH:11][C:12]=1[C@@H:13]([C:23]1[CH:24]=[CH:25][CH:26]=[CH:27][CH:28]=1)[CH2:14][CH2:15][N:16]([CH:20]([CH3:22])[CH3:21])[CH:17]([CH3:19])[CH3:18])=[O:5])[CH3:3].C(C(C)=O)C.[C:36]([OH:43])(=[O:42])/[CH:37]=[CH:38]/[C:39]([OH:41])=[O:40], predict the reaction product. The product is: [CH3:3][CH:2]([C:4]([O:6][C:7]1[CH:8]=[CH:9][C:10]([CH2:29][OH:30])=[CH:11][C:12]=1[C@@H:13]([C:23]1[CH:28]=[CH:27][CH:26]=[CH:25][CH:24]=1)[CH2:14][CH2:15][N:16]([CH:20]([CH3:21])[CH3:22])[CH:17]([CH3:18])[CH3:19])=[O:5])[CH3:1].[CH:37](/[C:36]([OH:43])=[O:42])=[CH:38]\[C:39]([OH:41])=[O:40]. (2) Given the reactants [C:1]([O:5][C:6]([NH:8][C:9]1[CH:14]=[CH:13][CH:12]=[C:11]([O:15][CH2:16][O:17][CH3:18])[C:10]=1[I:19])=[O:7])([CH3:4])([CH3:3])[CH3:2].[H-].[Na+].[CH2:22](Br)[CH:23]=[CH2:24], predict the reaction product. The product is: [C:1]([O:5][C:6]([N:8]([C:9]1[CH:14]=[CH:13][CH:12]=[C:11]([O:15][CH2:16][O:17][CH3:18])[C:10]=1[I:19])[CH2:24][CH:23]=[CH2:22])=[O:7])([CH3:4])([CH3:3])[CH3:2]. (3) The product is: [CH2:15]([O:14][C:12](/[CH:38]=[CH:1]/[C:3]1[CH:11]=[CH:10][C:6]([C:7]([OH:9])=[O:8])=[CH:5][CH:4]=1)=[O:13])[CH3:16]. Given the reactants [CH:1]([C:3]1[CH:11]=[CH:10][C:6]([C:7]([OH:9])=[O:8])=[CH:5][CH:4]=1)=O.[C:12](P(C1C=CC=CC=1)(C1C=CC=CC=1)C1C=CC=CC=1)([O:14][CH2:15][CH3:16])=[O:13].[OH-].[Na+].[CH2:38]1COCC1, predict the reaction product. (4) Given the reactants [CH3:1][N:2]([CH3:12])[C:3]1[CH:8]=[CH:7][CH:6]=[C:5]([N+:9]([O-])=O)[CH:4]=1, predict the reaction product. The product is: [CH3:1][N:2]([CH3:12])[C:3]1[CH:4]=[C:5]([NH2:9])[CH:6]=[CH:7][CH:8]=1. (5) Given the reactants [C:1]([C:3]1[CH:8]=[N:7][C:6]([O:9]C)=[C:5]2[N:11]([C:19]3[CH:20]=[C:21]([C:24]([O:26][CH3:27])=[O:25])[S:22][CH:23]=3)[N:12]=[C:13]([CH:14]3[CH2:18][CH2:17][CH2:16][CH2:15]3)[C:4]=12)#[N:2].[I-].[Na+].Cl[Si](C)(C)C.O, predict the reaction product. The product is: [C:1]([C:3]1[C:4]2[C:13]([CH:14]3[CH2:18][CH2:17][CH2:16][CH2:15]3)=[N:12][N:11]([C:19]3[CH:20]=[C:21]([C:24]([O:26][CH3:27])=[O:25])[S:22][CH:23]=3)[C:5]=2[C:6](=[O:9])[NH:7][CH:8]=1)#[N:2]. (6) Given the reactants [Br:1][C:2]1[CH:7]=[CH:6][C:5]([NH:8][C:9]2[C:10]([NH2:15])=[CH:11][CH:12]=[CH:13][CH:14]=2)=[CH:4][CH:3]=1.[C:16](N1C=CN=C1)(N1C=CN=C1)=[O:17], predict the reaction product. The product is: [Br:1][C:2]1[CH:7]=[CH:6][C:5]([N:8]2[C:9]3[CH:14]=[CH:13][CH:12]=[CH:11][C:10]=3[NH:15][C:16]2=[O:17])=[CH:4][CH:3]=1. (7) The product is: [CH3:3][C:4]1[C:13]([CH3:14])=[C:12]([C:22]([O:24][CH2:25][CH3:26])=[O:23])[C:11]2[C:6](=[C:7]([F:20])[CH:8]=[C:9]([C:16]([CH3:19])([CH3:18])[CH3:17])[CH:10]=2)[N:5]=1. Given the reactants [H-].[Na+].[CH3:3][C:4]1[C:13]([CH3:14])=[C:12](O)[C:11]2[C:6](=[C:7]([F:20])[CH:8]=[C:9]([C:16]([CH3:19])([CH3:18])[CH3:17])[CH:10]=2)[N:5]=1.Cl[C:22]([O:24][CH2:25][CH3:26])=[O:23], predict the reaction product. (8) Given the reactants [NH2:1][C:2]1[C:11]2[N:12]=[C:13]([CH2:22][O:23][CH2:24][CH3:25])[N:14]([CH2:15][C:16]3([OH:21])[CH2:20][CH2:19][CH2:18][CH2:17]3)[C:10]=2[C:9]2[CH:8]=[CH:7][CH:6]=[CH:5][C:4]=2[N:3]=1.Cl, predict the reaction product. The product is: [NH2:1][C:2]1[C:11]2[N:12]=[C:13]([CH2:22][O:23][CH2:24][CH3:25])[N:14]([CH2:15][C:16]3([OH:21])[CH2:17][CH2:18][CH2:19][CH2:20]3)[C:10]=2[C:9]2[CH2:8][CH2:7][CH2:6][CH2:5][C:4]=2[N:3]=1.